From a dataset of Reaction yield outcomes from USPTO patents with 853,638 reactions. Predict the reaction yield, written as a fraction of the theoretical maximum amount of product (1.0 means a 100% yield; for example, 0.34 means a 34% yield). (1) The reactants are [CH3:1][N:2]1[CH:6]=[C:5](B2OC(C)(C)C(C)(C)O2)[CH:4]=[N:3]1.FC(F)(F)S(O[C:22]1[CH:27]=[CH:26][C:25]([C:28]2[S:29][C:30]([N:33]([CH3:44])[CH:34]3[CH2:39][C:38]([CH3:41])([CH3:40])[NH:37][C:36]([CH3:43])([CH3:42])[CH2:35]3)=[N:31][N:32]=2)=[C:24]([O:45][CH3:46])[CH:23]=1)(=O)=O.C([O-])([O-])=O.[Na+].[Na+]. The product is [CH3:46][O:45][C:24]1[CH:23]=[C:22]([C:5]2[CH:4]=[N:3][N:2]([CH3:1])[CH:6]=2)[CH:27]=[CH:26][C:25]=1[C:28]1[S:29][C:30]([N:33]([CH3:44])[CH:34]2[CH2:39][C:38]([CH3:40])([CH3:41])[NH:37][C:36]([CH3:43])([CH3:42])[CH2:35]2)=[N:31][N:32]=1. The yield is 0.570. The catalyst is O1CCOCC1.O.C1C=CC([P]([Pd]([P](C2C=CC=CC=2)(C2C=CC=CC=2)C2C=CC=CC=2)([P](C2C=CC=CC=2)(C2C=CC=CC=2)C2C=CC=CC=2)[P](C2C=CC=CC=2)(C2C=CC=CC=2)C2C=CC=CC=2)(C2C=CC=CC=2)C2C=CC=CC=2)=CC=1. (2) The reactants are O=C1O[C@H]([C@H](CO)O)C([O-])=C1O.[Na+].[C:14]1([C:20]#[CH:21])[CH:19]=[CH:18][CH:17]=[CH:16][CH:15]=1.[CH3:22][O:23][C:24]1[CH:40]=[CH:39][C:27]([CH:28]=[C:29]2[C:34](=[O:35])[O:33][C:32]([CH3:37])([CH3:36])[O:31][C:30]2=[O:38])=[CH:26][CH:25]=1. The catalyst is O.ClCCl.O.C([O-])(=O)C.[Cu+2].C([O-])(=O)C. The product is [CH3:22][O:23][C:24]1[CH:25]=[CH:26][C:27]([C@H:28]([CH:29]2[C:34](=[O:35])[O:33][C:32]([CH3:37])([CH3:36])[O:31][C:30]2=[O:38])[C:21]#[C:20][C:14]2[CH:19]=[CH:18][CH:17]=[CH:16][CH:15]=2)=[CH:39][CH:40]=1. The yield is 0.270. (3) The reactants are [NH2:1][C:2]1[CH:3]=[C:4]([CH:11]=[CH:12][C:13]=1[CH3:14])[C:5]([NH:7][CH:8]1[CH2:10][CH2:9]1)=[O:6].[C:15]1([CH3:25])[CH:20]=[CH:19]C(S(O)(=O)=O)=[CH:17][CH:16]=1.N[CH:27]([C:30]#[N:31])[C:28]#[N:29].[C:32]([O-:35])(=O)[CH3:33].[Na+].[OH-].[Na+]. The catalyst is C(OCC)(OCC)OCC.O. The product is [NH2:31][C:30]1[N:1]([C:2]2[CH:3]=[C:4]([CH:11]=[CH:12][C:13]=2[CH3:14])[C:5]([NH:7][CH:8]2[CH2:9][CH2:10]2)=[O:6])[N:29]=[CH:28][C:27]=1[C:32](=[O:35])[C:33]1[CH:19]=[CH:20][C:15]([CH3:25])=[CH:16][CH:17]=1. The yield is 0.300. (4) The reactants are [C:1]([C:5]1[CH:9]=[C:8]([C:10]([CH3:13])([CH3:12])[CH3:11])[NH:7][N:6]=1)([CH3:4])([CH3:3])[CH3:2].[H-].[Na+].[H][H].Br[CH2:19][C:20]1[CH:29]=[CH:28][C:23]([C:24]([O:26][CH3:27])=[O:25])=[CH:22][CH:21]=1. The catalyst is CN(C)C=O.O. The product is [C:1]([C:5]1[CH:9]=[C:8]([C:10]([CH3:13])([CH3:12])[CH3:11])[N:7]([CH2:19][C:20]2[CH:29]=[CH:28][C:23]([C:24]([O:26][CH3:27])=[O:25])=[CH:22][CH:21]=2)[N:6]=1)([CH3:4])([CH3:3])[CH3:2]. The yield is 0.980. (5) The reactants are [CH3:1][CH:2]([CH3:36])[CH2:3][CH:4]([C:21]1[CH:35]=[CH:34][C:24]([C:25]([NH:27][CH2:28][CH2:29][C:30]([O:32]C)=[O:31])=[O:26])=[CH:23][CH:22]=1)[CH2:5][C:6]1[CH:11]=[CH:10][C:9]([N:12]2[CH:16]=[C:15]([C:17]([F:20])([F:19])[F:18])[CH:14]=[N:13]2)=[CH:8][CH:7]=1.O1CCCC1.[OH-].[Na+]. The catalyst is CO. The yield is 1.00. The product is [CH3:1][CH:2]([CH3:36])[CH2:3][CH:4]([C:21]1[CH:35]=[CH:34][C:24]([C:25]([NH:27][CH2:28][CH2:29][C:30]([OH:32])=[O:31])=[O:26])=[CH:23][CH:22]=1)[CH2:5][C:6]1[CH:7]=[CH:8][C:9]([N:12]2[CH:16]=[C:15]([C:17]([F:20])([F:19])[F:18])[CH:14]=[N:13]2)=[CH:10][CH:11]=1. (6) The reactants are Cl[C:2]1[CH:7]=[C:6]([CH3:8])[N:5]=[C:4]([C:9]2[CH:14]=[CH:13][CH:12]=[C:11](Cl)[N:10]=2)[N:3]=1.[CH:16]1([NH2:22])[CH2:21][CH2:20][CH2:19][CH2:18][CH2:17]1.[CH2:23](N(CC)CC)C. The catalyst is C(#N)C. The product is [CH:16]1([NH:22][C:2]2[CH:7]=[C:6]([CH3:8])[N:5]=[C:4]([C:9]3[CH:14]=[CH:13][CH:12]=[C:11]([CH3:23])[N:10]=3)[N:3]=2)[CH2:21][CH2:20][CH2:19][CH2:18][CH2:17]1. The yield is 0.130.